Dataset: Forward reaction prediction with 1.9M reactions from USPTO patents (1976-2016). Task: Predict the product of the given reaction. (1) Given the reactants C(N(C(C)C)C(C)C)C.Cl[C:11]([O:13][C:14]1[CH:19]=[CH:18][C:17]([CH2:20][C:21]2[CH:26]=[CH:25][C:24]([C:27]([F:30])([F:29])[F:28])=[CH:23][CH:22]=2)=[CH:16][CH:15]=1)=[O:12].[N:31]1[CH:36]=[CH:35][CH:34]=[CH:33][C:32]=1[N:37]1[CH2:42][CH2:41][NH:40][CH2:39][CH2:38]1.Cl, predict the reaction product. The product is: [F:28][C:27]([F:30])([F:29])[C:24]1[CH:25]=[CH:26][C:21]([CH2:20][C:17]2[CH:18]=[CH:19][C:14]([O:13][C:11]([N:40]3[CH2:41][CH2:42][N:37]([C:32]4[CH:33]=[CH:34][CH:35]=[CH:36][N:31]=4)[CH2:38][CH2:39]3)=[O:12])=[CH:15][CH:16]=2)=[CH:22][CH:23]=1. (2) Given the reactants [C:1]([C:4]1[CH:9]=[CH:8][C:7]([C@@H:10]([NH:12][C:13](=[O:15])[CH3:14])[CH3:11])=[CH:6][CH:5]=1)(=O)[CH3:2].[Cl:16][C:17]1[CH:18]=[C:19]([C:24](=[O:29])[C:25]([F:28])([F:27])[F:26])[CH:20]=[C:21]([Cl:23])[CH:22]=1.C([N:32](CC)CC)C.C(=O)([O-])[O-].[K+].[K+], predict the reaction product. The product is: [Cl:16][C:17]1[CH:18]=[C:19]([C:24]2([C:25]([F:26])([F:27])[F:28])[O:29][N:32]=[C:1]([C:4]3[CH:9]=[CH:8][C:7]([C@@H:10]([NH:12][C:13](=[O:15])[CH3:14])[CH3:11])=[CH:6][CH:5]=3)[CH2:2]2)[CH:20]=[C:21]([Cl:23])[CH:22]=1.